This data is from Catalyst prediction with 721,799 reactions and 888 catalyst types from USPTO. The task is: Predict which catalyst facilitates the given reaction. (1) Reactant: [N+:1]([C:4]1[C:9]2[N:10]=[C:11]([NH:13][CH:14]3[CH2:19][CH2:18][NH:17][CH2:16][CH2:15]3)[O:12][C:8]=2[CH:7]=[CH:6][CH:5]=1)([O-:3])=[O:2].[CH2:20]([O:22][C:23]1[CH:24]=[C:25]([CH:28]=[C:29]([O:32][CH2:33][CH3:34])[C:30]=1[F:31])[CH:26]=O)[CH3:21].C([BH3-])#N.[Na+].C(N(C(C)C)C(C)C)C. Product: [CH2:20]([O:22][C:23]1[CH:24]=[C:25]([CH:28]=[C:29]([O:32][CH2:33][CH3:34])[C:30]=1[F:31])[CH2:26][N:17]1[CH2:18][CH2:19][CH:14]([NH:13][C:11]2[O:12][C:8]3[CH:7]=[CH:6][CH:5]=[C:4]([N+:1]([O-:3])=[O:2])[C:9]=3[N:10]=2)[CH2:15][CH2:16]1)[CH3:21]. The catalyst class is: 212. (2) Reactant: C([N:8]1[CH2:13][C:12]([CH2:14][CH2:15][O:16][Si:17]([C:20]([CH3:23])([CH3:22])[CH3:21])([CH3:19])[CH3:18])=[CH:11][CH2:10][CH2:9]1)C1C=CC=CC=1.Cl[C:25]([O:27][CH2:28][C:29]1[CH:34]=[CH:33][CH:32]=[CH:31][CH:30]=1)=[O:26]. Product: [CH2:28]([O:27][C:25]([N:8]1[CH2:13][C:12]([CH2:14][CH2:15][O:16][Si:17]([C:20]([CH3:23])([CH3:22])[CH3:21])([CH3:19])[CH3:18])=[CH:11][CH2:10][CH2:9]1)=[O:26])[C:29]1[CH:34]=[CH:33][CH:32]=[CH:31][CH:30]=1. The catalyst class is: 11. (3) Reactant: [F:1][C:2]([F:20])([F:19])[C:3]1[CH:8]=[CH:7][C:6]([C:9]2[N:10]=[C:11]([C:14](OCC)=[O:15])[S:12][CH:13]=2)=[CH:5][CH:4]=1.[H-].[H-].[H-].[H-].[Li+].[Al+3]. Product: [F:20][C:2]([F:1])([F:19])[C:3]1[CH:4]=[CH:5][C:6]([C:9]2[N:10]=[C:11]([CH2:14][OH:15])[S:12][CH:13]=2)=[CH:7][CH:8]=1. The catalyst class is: 1. (4) Reactant: FC(F)(F)C(O)=O.[CH3:8][CH:9]([CH3:32])[CH2:10][CH2:11][O:12][C:13]1[CH:18]=[CH:17][C:16]([N:19]([S:28]([CH3:31])(=[O:30])=[O:29])[CH2:20][C:21]([O:23]C(C)(C)C)=[O:22])=[CH:15][CH:14]=1. Product: [CH3:8][CH:9]([CH3:32])[CH2:10][CH2:11][O:12][C:13]1[CH:14]=[CH:15][C:16]([N:19]([S:28]([CH3:31])(=[O:30])=[O:29])[CH2:20][C:21]([OH:23])=[O:22])=[CH:17][CH:18]=1. The catalyst class is: 4.